Dataset: Reaction yield outcomes from USPTO patents with 853,638 reactions. Task: Predict the reaction yield, written as a fraction of the theoretical maximum amount of product (1.0 means a 100% yield; for example, 0.34 means a 34% yield). (1) The catalyst is CO. The reactants are [CH2:1]([N:8]1[CH2:13][CH2:12][CH:11]([C:14]([O:16][CH3:17])=[O:15])[C:10](=O)[CH2:9]1)[C:2]1[CH:7]=[CH:6][CH:5]=[CH:4][CH:3]=1.C([O-])(=O)C.[NH4+:23]. The yield is 0.580. The product is [NH2:23][C:10]1[CH2:9][N:8]([CH2:1][C:2]2[CH:7]=[CH:6][CH:5]=[CH:4][CH:3]=2)[CH2:13][CH2:12][C:11]=1[C:14]([O:16][CH3:17])=[O:15]. (2) The reactants are [N+:1]([C:4]1[CH:9]=[C:8]([C:10]([CH3:13])([CH3:12])[CH3:11])[CH:7]=[C:6]([N+:14]([O-:16])=[O:15])[C:5]=1[OH:17])([O-:3])=[O:2].[S:18](Cl)([C:21]1[CH:27]=[CH:26][C:24]([CH3:25])=[CH:23][CH:22]=1)(=[O:20])=[O:19].C(N(C(C)C)CC)(C)C. The catalyst is C(Cl)Cl. The product is [CH3:25][C:24]1[CH:26]=[CH:27][C:21]([S:18]([O:17][C:5]2[C:4]([N+:1]([O-:3])=[O:2])=[CH:9][C:8]([C:10]([CH3:13])([CH3:11])[CH3:12])=[CH:7][C:6]=2[N+:14]([O-:16])=[O:15])(=[O:20])=[O:19])=[CH:22][CH:23]=1. The yield is 1.00. (3) The reactants are [Br:1][C:2]1[CH:7]=[CH:6][C:5]([NH:8][C:9](=[O:20])[C:10]2[CH:15]=[CH:14][C:13](Cl)=[C:12]([N+:17]([O-:19])=[O:18])[CH:11]=2)=[CH:4][CH:3]=1.[NH2:21][C:22]1[CH:27]=[CH:26][C:25]([SH:28])=[CH:24][CH:23]=1.C([O-])(=O)C.[Na+]. The catalyst is C(O)C. The product is [NH2:21][C:22]1[CH:27]=[CH:26][C:25]([S:28][C:13]2[CH:14]=[CH:15][C:10]([C:9]([NH:8][C:5]3[CH:6]=[CH:7][C:2]([Br:1])=[CH:3][CH:4]=3)=[O:20])=[CH:11][C:12]=2[N+:17]([O-:19])=[O:18])=[CH:24][CH:23]=1. The yield is 0.870. (4) The reactants are [Cl:1][C:2]1[CH:3]=[C:4]([CH:34]=[C:35]([Cl:37])[CH:36]=1)[CH2:5][N:6]([CH2:26][C:27]1[CH:32]=[CH:31][C:30]([F:33])=[CH:29][CH:28]=1)[S:7]([C:10]1[CH:15]=[CH:14][CH:13]=[C:12]([CH2:16][NH:17][CH2:18][C:19]2[CH:24]=[CH:23][C:22]([F:25])=[CH:21][CH:20]=2)[CH:11]=1)(=[O:9])=[O:8].[Cl:38][C:39]1[C:40]([OH:50])=[C:41]([S:46](Cl)(=[O:48])=[O:47])[CH:42]=[C:43]([Cl:45])[CH:44]=1.CCN(CC)CC.S(Cl)(Cl)(=O)=O. The catalyst is C1COCC1. The product is [Cl:38][C:39]1[C:40]([OH:50])=[C:41]([S:46]([N:17]([CH2:16][C:12]2[CH:13]=[CH:14][CH:15]=[C:10]([S:7](=[O:8])(=[O:9])[N:6]([CH2:5][C:4]3[CH:3]=[C:2]([Cl:1])[CH:36]=[C:35]([Cl:37])[CH:34]=3)[CH2:26][C:27]3[CH:32]=[CH:31][C:30]([F:33])=[CH:29][CH:28]=3)[CH:11]=2)[CH2:18][C:19]2[CH:20]=[CH:21][C:22]([F:25])=[CH:23][CH:24]=2)(=[O:48])=[O:47])[CH:42]=[C:43]([Cl:45])[CH:44]=1. The yield is 0.530. (5) The reactants are O=[C:2]([CH3:13])[CH2:3][C:4]1[CH:5]=[C:6]([CH2:10][C:11]#[N:12])[CH:7]=[CH:8][CH:9]=1.[C:14]1([C@H:20]([NH2:22])[CH3:21])[CH:19]=[CH:18][CH:17]=[CH:16][CH:15]=1.C(O[BH-](OC(=O)C)OC(=O)C)(=O)C.[Na+].[OH-].[Na+].C(=O)(O)[O-].[Na+].C(Cl)[Cl:45]. No catalyst specified. The product is [ClH:45].[C:14]1([C@H:20]([NH:22][C@H:2]([CH3:13])[CH2:3][C:4]2[CH:5]=[C:6]([CH2:10][C:11]#[N:12])[CH:7]=[CH:8][CH:9]=2)[CH3:21])[CH:19]=[CH:18][CH:17]=[CH:16][CH:15]=1. The yield is 0.550. (6) No catalyst specified. The yield is 0.870. The product is [Br:13][C:3]1[CH:4]=[CH:5][C:6]([F:8])=[CH:7][C:2]=1[O:9][CH2:10][C:11]#[CH:12]. The reactants are F[C:2]1([O:9][C:10]#[C:11][CH3:12])[CH:7]=[C:6]([F:8])[CH:5]=[CH:4][CH2:3]1.[Br:13]C1C=CC(F)=CC=1O. (7) The yield is 0.955. The product is [CH3:26][S:27]([O:1][CH2:2][CH2:3][C:4]1[CH:5]=[CH:6][C:7]([O:8][CH2:9][C:10]([O:12][C:13]([CH3:15])([CH3:14])[CH3:16])=[O:11])=[CH:17][CH:18]=1)(=[O:29])=[O:28]. The reactants are [OH:1][CH2:2][CH2:3][C:4]1[CH:18]=[CH:17][C:7]([O:8][CH2:9][C:10]([O:12][C:13]([CH3:16])([CH3:15])[CH3:14])=[O:11])=[CH:6][CH:5]=1.C(N(CC)CC)C.[CH3:26][S:27](Cl)(=[O:29])=[O:28]. The catalyst is C(Cl)Cl. (8) The reactants are [OH:1][C:2]1[CH:3]=[C:4]([CH:13]=[CH:14][CH:15]=1)[C:5]([C:7]1[CH:12]=[CH:11][CH:10]=[CH:9][CH:8]=1)=O.[CH:16]([NH2:18])=[O:17]. The catalyst is O. The product is [OH:1][C:2]1[CH:3]=[C:4]([CH:5]([C:7]2[CH:12]=[CH:11][CH:10]=[CH:9][CH:8]=2)[NH:18][CH:16]=[O:17])[CH:13]=[CH:14][CH:15]=1. The yield is 1.18. (9) The reactants are Cl[C:2]1[C:11]2[C:6](=[CH:7][C:8]([O:14][CH3:15])=[C:9]([O:12][CH3:13])[CH:10]=2)[N:5]=[CH:4][CH:3]=1.[Cl:16][C:17]1[C:22]([OH:23])=[CH:21][CH:20]=[C:19]([I:24])[N:18]=1.C(N(C(C)C)CC)(C)C.C(OCC)(=O)C.O1CCCC1. The catalyst is CN(C)C=O.CCCCCC.C(OCC)(=O)C.O. The product is [Cl:16][C:17]1[C:22]([O:23][C:2]2[C:11]3[C:6](=[CH:7][C:8]([O:14][CH3:15])=[C:9]([O:12][CH3:13])[CH:10]=3)[N:5]=[CH:4][CH:3]=2)=[CH:21][CH:20]=[C:19]([I:24])[N:18]=1. The yield is 0.490.